Dataset: Full USPTO retrosynthesis dataset with 1.9M reactions from patents (1976-2016). Task: Predict the reactants needed to synthesize the given product. (1) Given the product [NH2:23][C:22]1[N:18]([CH2:17][CH2:16][O:15][C:12]2[CH:11]=[CH:10][C:9]([NH:8][C:6](=[O:7])[C:5]3[CH:43]=[CH:44][C:2]([Cl:1])=[CH:3][C:4]=3[N:45]([CH3:46])[CH3:47])=[CH:14][CH:13]=2)[N:19]=[CH:20][CH:21]=1, predict the reactants needed to synthesize it. The reactants are: [Cl:1][C:2]1[CH:44]=[CH:43][C:5]([C:6]([NH:8][C:9]2[CH:14]=[CH:13][C:12]([O:15][CH2:16][CH2:17][N:18]3[C:22]([NH:23]C(C4C=CC=CC=4)(C4C=CC=CC=4)C4C=CC=CC=4)=[CH:21][CH:20]=[N:19]3)=[CH:11][CH:10]=2)=[O:7])=[C:4]([N:45]([CH3:47])[CH3:46])[CH:3]=1.Cl. (2) Given the product [N+:27]([C:20]1[C:21]2[C:26](=[CH:25][CH:24]=[CH:23][CH:22]=2)[C:17]([N:1]2[C:5]3[CH:6]=[CH:7][N:8]=[CH:9][C:4]=3[N:3]=[CH:2]2)=[CH:18][CH:19]=1)([O-:29])=[O:28], predict the reactants needed to synthesize it. The reactants are: [N:1]1[C:5]2[CH:6]=[CH:7][N:8]=[CH:9][C:4]=2[NH:3][CH:2]=1.CC(C)([O-])C.[K+].F[C:17]1[C:26]2[C:21](=[CH:22][CH:23]=[CH:24][CH:25]=2)[C:20]([N+:27]([O-:29])=[O:28])=[CH:19][CH:18]=1. (3) Given the product [Cl:1][C:2]1[CH:7]=[CH:6][C:5]([C:8]2([C:11]3[CH:16]=[CH:15][C:14]([CH3:17])=[CH:13][CH:12]=3)[O:40][C:37]3[CH:38]=[CH:39][C:34]([S:31]([N:28]4[CH2:27][CH:26]=[C:25]([C:22]5[CH:21]=[CH:20][C:19]([F:18])=[CH:24][CH:23]=5)[CH2:30][CH2:29]4)(=[O:33])=[O:32])=[CH:35][C:36]=3[O:41]2)=[CH:4][CH:3]=1, predict the reactants needed to synthesize it. The reactants are: [Cl:1][C:2]1[CH:7]=[CH:6][C:5]([C:8]([C:11]2[CH:16]=[CH:15][C:14]([CH3:17])=[CH:13][CH:12]=2)(Cl)Cl)=[CH:4][CH:3]=1.[F:18][C:19]1[CH:24]=[CH:23][C:22]([C:25]2[CH2:26][CH2:27][N:28]([S:31]([C:34]3[CH:35]=[C:36]([OH:41])[C:37]([OH:40])=[CH:38][CH:39]=3)(=[O:33])=[O:32])[CH2:29][CH:30]=2)=[CH:21][CH:20]=1. (4) Given the product [CH2:20]([O:19][C:17](=[O:18])[C:16](=[O:22])[CH2:15][N:3]1[CH2:9][CH2:8][CH2:7][CH2:6][C:5]2[CH:10]=[CH:11][CH:12]=[CH:13][C:4]1=2)[CH3:21], predict the reactants needed to synthesize it. The reactants are: [H-].[Na+].[NH:3]1[CH2:9][CH2:8][CH2:7][CH2:6][C:5]2[CH:10]=[CH:11][CH:12]=[CH:13][C:4]1=2.Br[CH2:15][C:16](=[O:22])[C:17]([O:19][CH2:20][CH3:21])=[O:18]. (5) Given the product [C:1]([O:5][C:6](=[O:20])[CH2:7][N:8]1[C:17](=[O:18])[C:16]2[C:11](=[CH:12][CH:13]=[CH:14][CH:15]=2)[N:10]([CH2:22][C:23](=[O:24])[NH:25][C:26]2[CH:31]=[C:30]([Cl:32])[N:29]=[C:28]([Cl:33])[CH:27]=2)[C:9]1=[O:19])([CH3:4])([CH3:2])[CH3:3], predict the reactants needed to synthesize it. The reactants are: [C:1]([O:5][C:6](=[O:20])[CH2:7][N:8]1[C:17](=[O:18])[C:16]2[C:11](=[CH:12][CH:13]=[CH:14][CH:15]=2)[NH:10][C:9]1=[O:19])([CH3:4])([CH3:3])[CH3:2].Br[CH2:22][C:23]([NH:25][C:26]1[CH:31]=[C:30]([Cl:32])[N:29]=[C:28]([Cl:33])[CH:27]=1)=[O:24].C([O-])([O-])=O.[Cs+].[Cs+].O. (6) Given the product [ClH:31].[ClH:31].[F:1][C:2]1[CH:7]=[CH:6][C:5]([C:8]2[S:16][C:15]3[C:14]([N:17]4[CH2:22][CH2:21][NH:20][C@H:19]([CH3:30])[CH2:18]4)=[N:13][CH:12]=[N:11][C:10]=3[CH:9]=2)=[CH:4][CH:3]=1, predict the reactants needed to synthesize it. The reactants are: [F:1][C:2]1[CH:7]=[CH:6][C:5]([C:8]2[S:16][C:15]3[C:14]([N:17]4[CH2:22][CH2:21][N:20](C(OC(C)(C)C)=O)[C@H:19]([CH3:30])[CH2:18]4)=[N:13][CH:12]=[N:11][C:10]=3[CH:9]=2)=[CH:4][CH:3]=1.[ClH:31]. (7) Given the product [OH:8][C:9]1[CH:14]=[CH:13][C:12]([NH:15][C:16]([C:18]2[CH:22]=[C:21]([CH3:23])[NH:20][N:19]=2)=[O:17])=[CH:11][CH:10]=1, predict the reactants needed to synthesize it. The reactants are: C([O:8][C:9]1[CH:14]=[CH:13][C:12]([NH:15][C:16]([C:18]2[CH:22]=[C:21]([CH3:23])[NH:20][N:19]=2)=[O:17])=[CH:11][CH:10]=1)C1C=CC=CC=1.OC1C=CC(NC(C2C=CC=CN=2)=O)=CC=1.